The task is: Regression. Given a peptide amino acid sequence and an MHC pseudo amino acid sequence, predict their binding affinity value. This is MHC class I binding data.. This data is from Peptide-MHC class I binding affinity with 185,985 pairs from IEDB/IMGT. (1) The peptide sequence is HQRRLVKLL. The binding affinity (normalized) is 0.0583. The MHC is HLA-A02:01 with pseudo-sequence HLA-A02:01. (2) The peptide sequence is QLPMEDNSDI. The MHC is HLA-A02:01 with pseudo-sequence HLA-A02:01. The binding affinity (normalized) is 0.0242. (3) The peptide sequence is PIPVGDIYK. The MHC is HLA-A03:01 with pseudo-sequence HLA-A03:01. The binding affinity (normalized) is 0.0847. (4) The peptide sequence is KIYKIIIWI. The MHC is HLA-A68:02 with pseudo-sequence HLA-A68:02. The binding affinity (normalized) is 0.289. (5) The peptide sequence is KSLTTTMQFK. The MHC is HLA-C14:02 with pseudo-sequence HLA-C14:02. The binding affinity (normalized) is 0.0847. (6) The peptide sequence is VQGYERIMY. The MHC is HLA-A31:01 with pseudo-sequence HLA-A31:01. The binding affinity (normalized) is 0.0847. (7) The peptide sequence is RVVRPWGSY. The MHC is HLA-A02:16 with pseudo-sequence HLA-A02:16. The binding affinity (normalized) is 0.0847.